From a dataset of Full USPTO retrosynthesis dataset with 1.9M reactions from patents (1976-2016). Predict the reactants needed to synthesize the given product. Given the product [Br:1][C:13]1[C:14]([C:16]([F:17])([F:19])[F:18])=[CH:15][C:10]([NH2:9])=[N:11][CH:12]=1, predict the reactants needed to synthesize it. The reactants are: [Br:1]N1C(=O)CCC1=O.[NH2:9][C:10]1[CH:15]=[C:14]([C:16]([F:19])([F:18])[F:17])[CH:13]=[CH:12][N:11]=1.